From a dataset of Reaction yield outcomes from USPTO patents with 853,638 reactions. Predict the reaction yield, written as a fraction of the theoretical maximum amount of product (1.0 means a 100% yield; for example, 0.34 means a 34% yield). The yield is 0.730. The product is [S:27]1[CH:31]=[CH:30][CH:29]=[C:28]1[C:32]([N:1]([CH2:8][C:9]([C:11]1[CH:12]=[CH:13][C:14]([F:17])=[CH:15][CH:16]=1)=[O:10])[C:2]1[CH:3]=[CH:4][CH:5]=[CH:6][CH:7]=1)=[O:33]. The reactants are [NH:1]([CH2:8][C:9]([C:11]1[CH:16]=[CH:15][C:14]([F:17])=[CH:13][CH:12]=1)=[O:10])[C:2]1[CH:7]=[CH:6][CH:5]=[CH:4][CH:3]=1.C(N(C(C)C)CC)(C)C.[S:27]1[CH:31]=[CH:30][CH:29]=[C:28]1[C:32](Cl)=[O:33]. The catalyst is C(Cl)Cl.